Predict which catalyst facilitates the given reaction. From a dataset of Catalyst prediction with 721,799 reactions and 888 catalyst types from USPTO. Reactant: [C:1]([O:5][C:6]([NH:8][CH:9]([C:13]1[CH:18]=[CH:17][CH:16]=[CH:15][CH:14]=1)[C:10](O)=[O:11])=[O:7])([CH3:4])([CH3:3])[CH3:2].CCOC(C)=O. Product: [OH:11][CH2:10][CH:9]([NH:8][C:6](=[O:7])[O:5][C:1]([CH3:3])([CH3:2])[CH3:4])[C:13]1[CH:18]=[CH:17][CH:16]=[CH:15][CH:14]=1. The catalyst class is: 1.